This data is from Reaction yield outcomes from USPTO patents with 853,638 reactions. The task is: Predict the reaction yield, written as a fraction of the theoretical maximum amount of product (1.0 means a 100% yield; for example, 0.34 means a 34% yield). The reactants are [C:1]([O:5][C:6]([N:8]1[CH2:12][CH2:11][C@@H:10]([OH:13])[C@H:9]1[C:14](O)=[O:15])=[O:7])([CH3:4])([CH3:3])[CH3:2].[Li+].[Cl-].[BH4-].[Na+].Cl. The catalyst is C1COCC1.C(O)C. The product is [OH:13][C@@H:10]1[CH2:11][CH2:12][N:8]([C:6]([O:5][C:1]([CH3:2])([CH3:3])[CH3:4])=[O:7])[C@@H:9]1[CH2:14][OH:15]. The yield is 0.950.